From a dataset of Full USPTO retrosynthesis dataset with 1.9M reactions from patents (1976-2016). Predict the reactants needed to synthesize the given product. Given the product [Br:1][C:2]1[CH:3]=[CH:4][C:5]2[O:6][C:7]3[C:12](=[CH:11][C:10]([CH2:17][CH2:18][OH:19])=[CH:9][CH:8]=3)[CH2:13][C:14]=2[CH:15]=1, predict the reactants needed to synthesize it. The reactants are: [Br:1][C:2]1[CH:15]=[C:14]2[C:5]([O:6][C:7]3[CH:8]=[CH:9][C:10]([CH2:17][CH2:18][O:19]C(=O)C)=[CH:11][C:12]=3[C:13]2=O)=[CH:4][CH:3]=1.[BH4-].[Li+].C(O)(C)C.Cl.